From a dataset of Forward reaction prediction with 1.9M reactions from USPTO patents (1976-2016). Predict the product of the given reaction. (1) Given the reactants CC1C=CC(S(O[CH2:12][CH:13]2[CH2:17][C:16]3[CH:18]=[CH:19][CH:20]=[C:21]([C:22]4[CH:27]=[CH:26][CH:25]=[CH:24][C:23]=4[CH3:28])[C:15]=3[O:14]2)(=O)=O)=CC=1.[N-:29]=[N+:30]=[N-:31].[Na+], predict the reaction product. The product is: [N:29]([CH2:12][CH:13]1[CH2:17][C:16]2[CH:18]=[CH:19][CH:20]=[C:21]([C:22]3[CH:27]=[CH:26][CH:25]=[CH:24][C:23]=3[CH3:28])[C:15]=2[O:14]1)=[N+:30]=[N-:31]. (2) Given the reactants CCN(CC)CC.[C:8]([O:16][CH2:17][C:18]#[CH:19])(=[O:15])[C:9]1[CH:14]=[CH:13][CH:12]=[CH:11][CH:10]=1.[CH:20](=[N:22]/[OH:23])\[CH3:21], predict the reaction product. The product is: [C:8]([O:16][CH2:17][C:18]1[O:23][N:22]=[C:20]([CH3:21])[CH:19]=1)(=[O:15])[C:9]1[CH:14]=[CH:13][CH:12]=[CH:11][CH:10]=1. (3) The product is: [Cl:1][C:2]1[C:3](=[O:32])[N:4]([CH2:20][CH2:21][C:22]2[CH:23]=[CH:24][C:25]([C:26]([OH:28])=[O:27])=[CH:30][CH:31]=2)[C:5]([CH2:11][N:12]2[CH2:16][CH2:15][CH2:14][C@@H:13]2[CH2:17][CH2:18][CH3:19])=[C:6]([CH:8]2[CH2:10][CH2:9]2)[CH:7]=1. Given the reactants [Cl:1][C:2]1[C:3](=[O:32])[N:4]([CH2:20][CH2:21][C:22]2[CH:31]=[CH:30][C:25]([C:26]([O:28]C)=[O:27])=[CH:24][CH:23]=2)[C:5]([CH2:11][N:12]2[CH2:16][CH2:15][CH2:14][C@@H:13]2[CH2:17][CH2:18][CH3:19])=[C:6]([CH:8]2[CH2:10][CH2:9]2)[CH:7]=1.[OH-].[Na+].Cl.C(OCC)(=O)C, predict the reaction product. (4) Given the reactants [S:1]1[CH:5]=[CH:4][CH:3]=[C:2]1[CH2:6][CH2:7][CH2:8][C:9]([OH:11])=O.C([N:14](CC)CC)C, predict the reaction product. The product is: [S:1]1[CH:5]=[CH:4][CH:3]=[C:2]1[CH2:6][CH2:7][CH2:8][C:9]([NH2:14])=[O:11].